Task: Predict which catalyst facilitates the given reaction.. Dataset: Catalyst prediction with 721,799 reactions and 888 catalyst types from USPTO (1) Reactant: [NH:1]1[C:9]2[C:4](=[CH:5][C:6]([N:10]3[CH:15]=[CH:14][C:13]([C:16]4[CH:21]=[CH:20][C:19]([C:22]([F:25])([F:24])[F:23])=[CH:18][CH:17]=4)=[CH:12][C:11]3=[O:26])=[CH:7][CH:8]=2)[CH:3]=[N:2]1.S(C1C=CC([N+]([O-])=O)=CC=1)(O[CH2:31][C@@H:32]1[O:34][CH2:33]1)(=O)=O.C(=O)([O-])[O-].[Cs+].[Cs+]. Product: [O:34]1[CH2:33][C@@H:32]1[CH2:31][N:1]1[C:9]2[C:4](=[CH:5][C:6]([N:10]3[CH:15]=[CH:14][C:13]([C:16]4[CH:21]=[CH:20][C:19]([C:22]([F:24])([F:25])[F:23])=[CH:18][CH:17]=4)=[CH:12][C:11]3=[O:26])=[CH:7][CH:8]=2)[CH:3]=[N:2]1. The catalyst class is: 58. (2) Reactant: [H-].[Na+].[C:3]([O:7][C:8]([N:10]1[CH2:15][CH2:14][N:13]([C:16]2[CH:24]=[CH:23][CH:22]=[C:21]3[C:17]=2[CH:18]=[CH:19][NH:20]3)[CH2:12][CH2:11]1)=[O:9])([CH3:6])([CH3:5])[CH3:4].[CH:25]([Si:28](Cl)([CH:32]([CH3:34])[CH3:33])[CH:29]([CH3:31])[CH3:30])([CH3:27])[CH3:26].C(OCC)C. Product: [C:3]([O:7][C:8]([N:10]1[CH2:15][CH2:14][N:13]([C:16]2[CH:24]=[CH:23][CH:22]=[C:21]3[C:17]=2[CH:18]=[CH:19][N:20]3[Si:28]([CH:32]([CH3:34])[CH3:33])([CH:29]([CH3:31])[CH3:30])[CH:25]([CH3:27])[CH3:26])[CH2:12][CH2:11]1)=[O:9])([CH3:6])([CH3:4])[CH3:5]. The catalyst class is: 1.